This data is from Peptide-MHC class II binding affinity with 134,281 pairs from IEDB. The task is: Regression. Given a peptide amino acid sequence and an MHC pseudo amino acid sequence, predict their binding affinity value. This is MHC class II binding data. (1) The peptide sequence is VNYWFAPGAAAAPLS. The MHC is DRB1_1001 with pseudo-sequence DRB1_1001. The binding affinity (normalized) is 0.363. (2) The peptide sequence is EGTKVTFHVEKGSNP. The MHC is DRB1_0405 with pseudo-sequence DRB1_0405. The binding affinity (normalized) is 0.0881. (3) The binding affinity (normalized) is 0.211. The peptide sequence is LIGPTPVNIIGRNLLTQLGC. The MHC is DRB3_0101 with pseudo-sequence DRB3_0101. (4) The peptide sequence is APGDSPNTDGIHIGD. The MHC is DRB1_1101 with pseudo-sequence DRB1_1101. The binding affinity (normalized) is 0. (5) The peptide sequence is RRGVRSLSNKIKQKTHHHHHH. The MHC is DRB4_0103 with pseudo-sequence DRB4_0103. The binding affinity (normalized) is 0.380. (6) The peptide sequence is LGWNIITFKDKTDIH. The MHC is DRB1_0404 with pseudo-sequence DRB1_0404. The binding affinity (normalized) is 0.462. (7) The peptide sequence is NVYQRGTHPFSRIRD. The MHC is HLA-DQA10201-DQB10402 with pseudo-sequence HLA-DQA10201-DQB10402. The binding affinity (normalized) is 0.